This data is from Peptide-MHC class II binding affinity with 134,281 pairs from IEDB. The task is: Regression. Given a peptide amino acid sequence and an MHC pseudo amino acid sequence, predict their binding affinity value. This is MHC class II binding data. (1) The binding affinity (normalized) is 0.212. The peptide sequence is PEKPDSVTPMILKAQK. The MHC is DRB3_0101 with pseudo-sequence DRB3_0101. (2) The peptide sequence is SQIPISINYRTEIDK. The MHC is DRB1_1501 with pseudo-sequence DRB1_1501. The binding affinity (normalized) is 0.547. (3) The peptide sequence is GSDDIRKLLDSQNRK. The MHC is DRB1_0101 with pseudo-sequence DRB1_0101. The binding affinity (normalized) is 0. (4) The peptide sequence is IKEKGKDKWIELKES. The MHC is HLA-DQA10501-DQB10201 with pseudo-sequence HLA-DQA10501-DQB10201. The binding affinity (normalized) is 0. (5) The peptide sequence is LMCEIEGHHLASAAI. The MHC is DRB1_1501 with pseudo-sequence DRB1_1501. The binding affinity (normalized) is 0.314. (6) The binding affinity (normalized) is 1.00. The MHC is HLA-DPA10103-DPB10601 with pseudo-sequence HLA-DPA10103-DPB10601. The peptide sequence is EWKYFAATQFEPLAA. (7) The peptide sequence is SCRDQSEAQLALTII. The MHC is HLA-DQA10601-DQB10402 with pseudo-sequence HLA-DQA10601-DQB10402. The binding affinity (normalized) is 0.